Dataset: Full USPTO retrosynthesis dataset with 1.9M reactions from patents (1976-2016). Task: Predict the reactants needed to synthesize the given product. (1) Given the product [CH3:8][CH2:1][O:2][CH:3]([O:6][CH2:25][CH3:26])[CH:4]=[CH2:5], predict the reactants needed to synthesize it. The reactants are: [CH3:1][O:2][CH:3]([O:6]C)[CH:4]=[CH2:5].[CH3:8]C1C=CC(S(O)(=O)=O)=CC=1.O.CCN([CH2:25][CH3:26])CC. (2) The reactants are: C([O:8][C:9]1[CH:14]=[CH:13][C:12]([C:15]2[NH:16][C:17](=[O:27])[C:18]3[C:23]([CH:24]=2)=[CH:22][CH:21]=[C:20]([O:25][CH3:26])[CH:19]=3)=[CH:11][CH:10]=1)C1C=CC=CC=1.[OH:8][C:9]1[CH:10]=[CH:11][C:12]([C:15]2[NH:16][C:17](=[O:27])[C:18]3[C:23]([CH:24]=2)=[CH:22][CH:21]=[C:20]([O:25][CH3:26])[CH:19]=3)=[CH:13][CH:14]=1. Given the product [OH:8][C:9]1[CH:10]=[CH:11][C:12]([C:15]2[NH:16][C:17](=[O:27])[C:18]3[C:23]([CH:24]=2)=[CH:22][CH:21]=[C:20]([O:25][CH3:26])[CH:19]=3)=[CH:13][CH:14]=1, predict the reactants needed to synthesize it. (3) Given the product [CH2:49]([C:35]1[C:36]([O:45][CH2:46][O:47][CH3:48])=[C:37]([C:32]([CH2:31][OH:30])=[CH:33][CH:34]=1)[C:38]([O:40][C:41]([CH3:44])([CH3:42])[CH3:43])=[O:39])[CH3:50], predict the reactants needed to synthesize it. The reactants are: C(O)(=O)C.[F-].C([N+](CCCC)(CCCC)CCCC)CCC.[Si]([O:30][CH2:31][C:32]1[C:37]([C:38]([O:40][C:41]([CH3:44])([CH3:43])[CH3:42])=[O:39])=[C:36]([O:45][CH2:46][O:47][CH3:48])[C:35]([CH2:49][CH3:50])=[CH:34][CH:33]=1)(C(C)(C)C)(C)C.O. (4) Given the product [CH2:1]([O:3][C:4](=[O:15])[NH:5][C:6]1[C:7]([C:28]#[C:27][Si:23]([CH3:26])([CH3:25])[CH3:24])=[N:8][CH:9]=[CH:10][C:11]=1[O:12][CH3:13])[CH3:2], predict the reactants needed to synthesize it. The reactants are: [CH2:1]([O:3][C:4](=[O:15])[NH:5][C:6]1[C:7](Br)=[N:8][CH:9]=[CH:10][C:11]=1[O:12][CH3:13])[CH3:2].CCN(CC)CC.[Si:23]([C:27]#[CH:28])([CH3:26])([CH3:25])[CH3:24]. (5) Given the product [Cl:29][C:17]1[CH:16]=[C:15]([NH:14][C:12]2[N:11]=[CH:10][N:9]=[C:8]3[NH:7][N:6]=[C:5]([O:4][CH2:3][CH2:2][N:30]4[CH2:34][CH2:33][C@H:32]([OH:35])[CH2:31]4)[C:13]=23)[CH:20]=[CH:19][C:18]=1[O:21][CH2:22][C:23]1[CH:28]=[CH:27][CH:26]=[CH:25][N:24]=1, predict the reactants needed to synthesize it. The reactants are: Cl[CH2:2][CH2:3][O:4][C:5]1[C:13]2[C:8](=[N:9][CH:10]=[N:11][C:12]=2[NH:14][C:15]2[CH:20]=[CH:19][C:18]([O:21][CH2:22][C:23]3[CH:28]=[CH:27][CH:26]=[CH:25][N:24]=3)=[C:17]([Cl:29])[CH:16]=2)[NH:7][N:6]=1.[NH:30]1[CH2:34][CH2:33][C@H:32]([OH:35])[CH2:31]1. (6) Given the product [C:18]([C@@H:17]([NH:16][C:2]1[C:11]([C:12]([OH:14])=[O:13])=[CH:10][C:9]2[C:4](=[CH:5][CH:6]=[C:7]([Cl:15])[CH:8]=2)[N:3]=1)[CH2:21][C:22]1[CH:23]=[CH:24][C:25]([O:28][C:29]2[CH:38]=[CH:37][C:36]3[C:31](=[CH:32][CH:33]=[C:34]([Cl:39])[CH:35]=3)[N:30]=2)=[CH:26][CH:27]=1)([OH:20])=[O:19], predict the reactants needed to synthesize it. The reactants are: Cl[C:2]1[C:11]([C:12]([OH:14])=[O:13])=[CH:10][C:9]2[C:4](=[CH:5][CH:6]=[C:7]([Cl:15])[CH:8]=2)[N:3]=1.[NH2:16][C@@H:17]([CH2:21][C:22]1[CH:27]=[CH:26][C:25]([O:28][C:29]2[CH:38]=[CH:37][C:36]3[C:31](=[CH:32][CH:33]=[C:34]([Cl:39])[CH:35]=3)[N:30]=2)=[CH:24][CH:23]=1)[C:18]([OH:20])=[O:19]. (7) Given the product [F:11][C:10]1[C:5]([C:3]([O:2][CH3:1])=[O:4])=[N:6][C:7]2[NH:19][C:14](=[O:15])[CH2:13][S:12][C:8]=2[CH:9]=1, predict the reactants needed to synthesize it. The reactants are: [CH3:1][O:2][C:3]([C:5]1[C:10]([F:11])=[CH:9][C:8]([S:12][CH2:13][C:14](OCC)=[O:15])=[C:7]([NH2:19])[N:6]=1)=[O:4].